This data is from Peptide-MHC class I binding affinity with 185,985 pairs from IEDB/IMGT. The task is: Regression. Given a peptide amino acid sequence and an MHC pseudo amino acid sequence, predict their binding affinity value. This is MHC class I binding data. (1) The peptide sequence is FQYVSYSNF. The MHC is HLA-B15:03 with pseudo-sequence HLA-B15:03. The binding affinity (normalized) is 1.00. (2) The peptide sequence is NQRETTVVW. The MHC is HLA-A01:01 with pseudo-sequence HLA-A01:01. The binding affinity (normalized) is 0.0847. (3) The peptide sequence is HAETESATL. The MHC is HLA-A24:03 with pseudo-sequence HLA-A24:03. The binding affinity (normalized) is 0.0847.